This data is from Forward reaction prediction with 1.9M reactions from USPTO patents (1976-2016). The task is: Predict the product of the given reaction. (1) The product is: [Cl:1][C:2]1[CH:3]=[C:4]([C:9]2[CH:21]=[CH:20][C:12]([C:13]([NH:15][S:16]([CH3:19])(=[O:18])=[O:17])=[O:14])=[CH:11][C:10]=2[O:22][CH:23]2[CH2:26][O:25][CH2:24]2)[CH:5]=[N:6][C:7]=1[O:41][C:36]1[CH:37]=[CH:38][C:39]([CH3:40])=[C:34]([Cl:33])[CH:35]=1. Given the reactants [Cl:1][C:2]1[CH:3]=[C:4]([C:9]2[CH:21]=[CH:20][C:12]([C:13]([NH:15][S:16]([CH3:19])(=[O:18])=[O:17])=[O:14])=[CH:11][C:10]=2[O:22][CH:23]2[CH2:26][O:25][CH2:24]2)[CH:5]=[N:6][C:7]=1F.C([O-])([O-])=O.[Cs+].[Cs+].[Cl:33][C:34]1[CH:35]=[C:36]([OH:41])[CH:37]=[CH:38][C:39]=1[CH3:40], predict the reaction product. (2) The product is: [CH3:35][NH:27][C@@H:24]1[CH2:25][CH2:26][N:22]([C:3]2[C:2]([C:40]3[CH:41]=[N:36][CH:37]=[N:38][CH:39]=3)=[CH:7][C:6]([C:8]([NH:9][C:10]3[CH:15]=[CH:14][C:13]([O:16][C:17]([F:20])([F:19])[F:18])=[CH:12][CH:11]=3)=[O:21])=[CH:5][N:4]=2)[CH2:23]1. Given the reactants Br[C:2]1[C:3]([N:22]2[CH2:26][CH2:25][C@@H:24]([N:27]([CH3:35])C(=O)OC(C)(C)C)[CH2:23]2)=[N:4][CH:5]=[C:6]([C:8](=[O:21])[NH:9][C:10]2[CH:15]=[CH:14][C:13]([O:16][C:17]([F:20])([F:19])[F:18])=[CH:12][CH:11]=2)[CH:7]=1.[N:36]1[CH:41]=[C:40](B(O)O)[CH:39]=[N:38][CH:37]=1, predict the reaction product.